Dataset: Catalyst prediction with 721,799 reactions and 888 catalyst types from USPTO. Task: Predict which catalyst facilitates the given reaction. (1) Reactant: [C:1]([C:3]1[CH:9]=[CH:8][C:6]([NH2:7])=[C:5]([O:10][CH3:11])[CH:4]=1)#[N:2].Cl[S:13]([OH:16])(=[O:15])=[O:14]. Product: [C:1]([C:3]1[CH:9]=[CH:8][C:6]([NH:7][S:13](=[O:15])(=[O:14])[OH:16])=[C:5]([O:10][CH3:11])[CH:4]=1)#[N:2]. The catalyst class is: 22. (2) Reactant: [C:1]([Si:5]([O:8][C@@H:9]1[C:17]2[C:12](=[C:13](I)[CH:14]=[CH:15][CH:16]=2)[CH2:11][CH2:10]1)([CH3:7])[CH3:6])([CH3:4])([CH3:3])[CH3:2].C([O-])([O-])=O.[K+].[K+].[OH:25][C:26]1[CH:31]=[CH:30][CH:29]=[CH:28][N:27]=1.COC1C2C(=C3C(=CC=2)C(OC)=CC=N3)N=CC=1. Product: [C:1]([Si:5]([CH3:7])([CH3:6])[O:8][C@@H:9]1[C:17]2[C:12](=[C:13]([N:27]3[CH:28]=[CH:29][CH:30]=[CH:31][C:26]3=[O:25])[CH:14]=[CH:15][CH:16]=2)[CH2:11][CH2:10]1)([CH3:4])([CH3:3])[CH3:2]. The catalyst class is: 846. (3) Reactant: C([O:8][C:9]1[C:14]([C:15]#[N:16])=[CH:13][CH:12]=[CH:11][C:10]=1[CH2:17][C:18]([O:20][CH3:21])=[O:19])C1C=CC=CC=1. Product: [C:15]([C:14]1[C:9]([OH:8])=[C:10]([CH2:17][C:18]([O:20][CH3:21])=[O:19])[CH:11]=[CH:12][CH:13]=1)#[N:16]. The catalyst class is: 352.